Dataset: Full USPTO retrosynthesis dataset with 1.9M reactions from patents (1976-2016). Task: Predict the reactants needed to synthesize the given product. (1) Given the product [Br:1][C:2]1[C:3]([Cl:13])=[C:4]2[C:9](=[CH:10][CH:11]=1)[NH:8][C:7](=[S:23])[CH2:6][CH2:5]2, predict the reactants needed to synthesize it. The reactants are: [Br:1][C:2]1[C:3]([Cl:13])=[C:4]2[C:9](=[CH:10][CH:11]=1)[NH:8][C:7](=O)[CH2:6][CH2:5]2.COC1C=CC(P2(SP(C3C=CC(OC)=CC=3)(=S)S2)=[S:23])=CC=1. (2) Given the product [CH3:36][O:35][C:3]1[CH:4]=[C:5]2[C:10](=[CH:11][C:2]=1[O:1][CH2:47][CH2:48][CH2:49][S:50]([CH3:53])(=[O:52])=[O:51])[N:9]=[CH:8][N:7]=[C:6]2[NH:12][C:13]1[CH:18]=[C:17]([NH:19][C:20]([C:22]2[CH:27]=[CH:26][N:25]=[C:24]([N:28]3[CH2:33][CH2:32][O:31][CH2:30][CH2:29]3)[CH:23]=2)=[O:21])[CH:16]=[CH:15][C:14]=1[CH3:34], predict the reactants needed to synthesize it. The reactants are: [OH:1][C:2]1[CH:11]=[C:10]2[C:5]([C:6]([NH:12][C:13]3[CH:18]=[C:17]([NH:19][C:20]([C:22]4[CH:27]=[CH:26][N:25]=[C:24]([N:28]5[CH2:33][CH2:32][O:31][CH2:30][CH2:29]5)[CH:23]=4)=[O:21])[CH:16]=[CH:15][C:14]=3[CH3:34])=[N:7][CH:8]=[N:9]2)=[CH:4][C:3]=1[O:35][CH3:36].C1(C)C=CC(S(O[CH2:47][CH2:48][CH2:49][S:50]([CH3:53])(=[O:52])=[O:51])(=O)=O)=CC=1.C(=O)([O-])[O-].[Cs+].[Cs+].CN(C)C(=O)C.